This data is from Forward reaction prediction with 1.9M reactions from USPTO patents (1976-2016). The task is: Predict the product of the given reaction. (1) Given the reactants [CH3:1][Li].[F:3][C:4]1[CH:11]=[CH:10][CH:9]=[C:6]([CH:7]=[O:8])[C:5]=1[OH:12], predict the reaction product. The product is: [F:3][C:4]1[CH:11]=[CH:10][CH:9]=[C:6]([CH:7]([OH:8])[CH3:1])[C:5]=1[OH:12]. (2) Given the reactants [CH3:1][C:2]1[CH:3]=[CH:4][C:5]([OH:13])=[C:6]2[C:10]3([CH2:12][CH2:11]3)[CH2:9][O:8][C:7]=12.CN(C=O)C.Cl[C:20]1[N:25]=[CH:24][C:23]([N:26]2[C:30](=[O:31])[C@:29]([CH2:33][CH3:34])([CH3:32])[NH:28][C:27]2=[O:35])=[CH:22][N:21]=1, predict the reaction product. The product is: [CH2:33]([C@@:29]1([CH3:32])[NH:28][C:27](=[O:35])[N:26]([C:23]2[CH:24]=[N:25][C:20]([O:13][C:5]3[C:6]4[C:10]5([CH2:9][O:8][C:7]=4[C:2]([CH3:1])=[CH:3][CH:4]=3)[CH2:12][CH2:11]5)=[N:21][CH:22]=2)[C:30]1=[O:31])[CH3:34]. (3) Given the reactants C[O:2][C:3]([C:5]1[N:6]=[C:7]([C:18]2[CH:23]=[CH:22][C:21]([C:24]([F:27])([F:26])[F:25])=[CH:20][CH:19]=2)[O:8][C:9]=1[C:10]1[CH:15]=[CH:14][C:13]([C:16]#[N:17])=[CH:12][CH:11]=1)=[O:4].[OH-].[Li+], predict the reaction product. The product is: [C:16]([C:13]1[CH:14]=[CH:15][C:10]([C:9]2[O:8][C:7]([C:18]3[CH:23]=[CH:22][C:21]([C:24]([F:25])([F:26])[F:27])=[CH:20][CH:19]=3)=[N:6][C:5]=2[C:3]([OH:4])=[O:2])=[CH:11][CH:12]=1)#[N:17].